This data is from Catalyst prediction with 721,799 reactions and 888 catalyst types from USPTO. The task is: Predict which catalyst facilitates the given reaction. (1) Reactant: [CH:1](=O)[CH3:2].[NH2:4][C:5]1[CH:6]=[C:7]([C:15]([O:17][CH3:18])=[O:16])[CH:8]=[C:9]([CH:14]=1)[C:10]([O:12][CH3:13])=[O:11].[BH3-]C#N.[Na+].[CH3:23][C:24](O)=O. Product: [CH2:23]([N:4]([CH2:1][CH3:2])[C:5]1[CH:14]=[C:9]([C:10]([O:12][CH3:13])=[O:11])[CH:8]=[C:7]([CH:6]=1)[C:15]([O:17][CH3:18])=[O:16])[CH3:24]. The catalyst class is: 144. (2) Reactant: [Li+].C[Si]([N-][Si](C)(C)C)(C)C.[CH3:11][C:12]1[CH:17]=[N:16][CH:15]=[CH:14][N:13]=1.[CH3:18][C:19]1[CH:20]=[C:21]([CH:26]=[CH:27][C:28]=1[N:29]1[C:33]2=[N:34][CH:35]=[CH:36][CH:37]=[C:32]2[CH:31]=[CH:30]1)[C:22](OC)=[O:23].O. Product: [CH3:18][C:19]1[CH:20]=[C:21]([C:22](=[O:23])[CH2:11][C:12]2[CH:17]=[N:16][CH:15]=[CH:14][N:13]=2)[CH:26]=[CH:27][C:28]=1[N:29]1[C:33]2=[N:34][CH:35]=[CH:36][CH:37]=[C:32]2[CH:31]=[CH:30]1. The catalyst class is: 1. (3) Reactant: [Br:1][C:2]1[CH:16]=[C:15](/[CH:17]=[CH:18]/[CH:19]([C:24]2[CH:29]=[C:28]([Cl:30])[C:27]([Cl:31])=[C:26]([Cl:32])[CH:25]=2)[C:20]([F:23])([F:22])[F:21])[CH:14]=[CH:13][C:3]=1[C:4]([NH:6][CH:7]1[CH2:12][CH2:11][NH:10][CH2:9][CH2:8]1)=[O:5].C=O.[CH3:35]C(O)=O.[BH3-]C#N.[Na+]. Product: [Br:1][C:2]1[CH:16]=[C:15](/[CH:17]=[CH:18]/[CH:19]([C:24]2[CH:25]=[C:26]([Cl:32])[C:27]([Cl:31])=[C:28]([Cl:30])[CH:29]=2)[C:20]([F:23])([F:21])[F:22])[CH:14]=[CH:13][C:3]=1[C:4]([NH:6][CH:7]1[CH2:12][CH2:11][N:10]([CH3:35])[CH2:9][CH2:8]1)=[O:5]. The catalyst class is: 191. (4) Reactant: [Br:1][C:2]1[CH:3]=[C:4]2[N:10]=[C:9]([C:11]3[CH:16]=[CH:15][CH:14]=[CH:13][C:12]=3[S:17][CH2:18][CH3:19])[N:8]([CH3:20])[C:5]2=[N:6][CH:7]=1.I([O-])(=O)(=O)=[O:22].[Na+].CO. Product: [Br:1][C:2]1[CH:3]=[C:4]2[N:10]=[C:9]([C:11]3[CH:16]=[CH:15][CH:14]=[CH:13][C:12]=3[S:17]([CH2:18][CH3:19])=[O:22])[N:8]([CH3:20])[C:5]2=[N:6][CH:7]=1. The catalyst class is: 90. (5) Reactant: [Br:1][C:2]1[CH:7]=[CH:6][C:5]([CH:8]([OH:16])[CH:9]([OH:15])[C:10]([O:12][CH2:13][CH3:14])=[O:11])=[CH:4][CH:3]=1.CO[C:19](OC)([CH3:21])[CH3:20].CC1C=CC(S(O)(=O)=O)=CC=1. Product: [Br:1][C:2]1[CH:7]=[CH:6][C:5]([CH:8]2[O:16][C:19]([CH3:21])([CH3:20])[O:15][CH:9]2[C:10]([O:12][CH2:13][CH3:14])=[O:11])=[CH:4][CH:3]=1. The catalyst class is: 21. (6) Reactant: [CH2:1]([C:3]1([CH2:8][CH2:9][CH2:10][CH2:11][CH2:12][C:13]([C:15]2[N:16]([CH2:30][O:31][CH2:32][CH2:33][Si:34]([CH3:37])([CH3:36])[CH3:35])[CH:17]=[C:18]([C:20]3[CH:29]=[CH:28][C:27]4[C:22](=[CH:23][CH:24]=[CH:25][CH:26]=4)[CH:21]=3)[N:19]=2)=[O:14])[O:7][CH2:6][CH2:5][O:4]1)[CH3:2].[BH4-].[Na+].O. Product: [CH2:1]([C:3]1([CH2:8][CH2:9][CH2:10][CH2:11][CH2:12][CH:13]([C:15]2[N:16]([CH2:30][O:31][CH2:32][CH2:33][Si:34]([CH3:36])([CH3:37])[CH3:35])[CH:17]=[C:18]([C:20]3[CH:29]=[CH:28][C:27]4[C:22](=[CH:23][CH:24]=[CH:25][CH:26]=4)[CH:21]=3)[N:19]=2)[OH:14])[O:4][CH2:5][CH2:6][O:7]1)[CH3:2]. The catalyst class is: 14.